From a dataset of Full USPTO retrosynthesis dataset with 1.9M reactions from patents (1976-2016). Predict the reactants needed to synthesize the given product. (1) Given the product [CH:20]1([NH:25][C:17]([C@@H:13]2[CH2:14][CH2:15][CH2:16][N:11]([S:8]([C:5]3[CH:4]=[CH:3][C:2]([Cl:1])=[CH:7][CH:6]=3)(=[O:9])=[O:10])[CH2:12]2)=[O:19])[CH2:24][CH2:23][CH2:22][CH2:21]1, predict the reactants needed to synthesize it. The reactants are: [Cl:1][C:2]1[CH:7]=[CH:6][C:5]([S:8]([N:11]2[CH2:16][CH2:15][CH2:14][C@@H:13]([C:17]([OH:19])=O)[CH2:12]2)(=[O:10])=[O:9])=[CH:4][CH:3]=1.[CH:20]1([NH2:25])[CH2:24][CH2:23][CH2:22][CH2:21]1. (2) Given the product [OH:19][CH:16]1[CH2:17][CH2:18][CH:13]([NH:12][C:9]([C:5]2[C:4]([N+:1]([O-:3])=[O:2])=[CH:8][NH:7][N:6]=2)=[O:11])[CH2:14][CH2:15]1, predict the reactants needed to synthesize it. The reactants are: [N+:1]([C:4]1[C:5]([C:9]([OH:11])=O)=[N:6][NH:7][CH:8]=1)([O-:3])=[O:2].[NH2:12][C@H:13]1[CH2:18][CH2:17][C@H:16]([OH:19])[CH2:15][CH2:14]1.CCN=C=NCCCN(C)C.C1C=CC2N(O)N=NC=2C=1.